The task is: Predict which catalyst facilitates the given reaction.. This data is from Catalyst prediction with 721,799 reactions and 888 catalyst types from USPTO. (1) Reactant: O[C:2]1([CH2:8][C:9]([O:11]CC)=[O:10])[CH2:7][CH2:6][CH2:5][CH2:4][CH2:3]1.[C:14](#[N:21])[C:15]1[CH:20]=[CH:19][CH:18]=[CH:17][CH:16]=1.S(=O)(=O)(O)[OH:23]. Product: [C:14]([NH:21][C:2]1([CH2:8][C:9]([OH:11])=[O:10])[CH2:3][CH2:4][CH2:5][CH2:6][CH2:7]1)(=[O:23])[C:15]1[CH:20]=[CH:19][CH:18]=[CH:17][CH:16]=1. The catalyst class is: 6. (2) Reactant: [CH3:1][O:2][C:3](=[O:26])[C:4]1[CH:9]=[CH:8][C:7](CN(C(OC(C)(C)C)=O)[C@H]2CC[C@H](O)CC2)=[CH:6][CH:5]=1.C1(P(C2C=CC=CC=2)C2C=CC=CC=2)C=CC=CC=1.CCOC(/N=N/C(OCC)=O)=O. Product: [CH3:1][O:2][C:3](=[O:26])[C:4]1[CH:9]=[CH:8][CH:7]=[CH:6][CH:5]=1. The catalyst class is: 1. (3) Reactant: [NH2:1][C:2]1[S:3][C:4]2[C:10]([C:11]3[CH:16]=[CH:15][CH:14]=[CH:13][CH:12]=3)=[CH:9][CH:8]=[C:7]([O:17][CH3:18])[C:5]=2[N:6]=1.[CH:19]1[CH:24]=[N:23][CH:22]=[C:21]([N:25]=[C:26]=[S:27])[CH:20]=1. Product: [CH3:18][O:17][C:7]1[C:5]2[N:6]=[C:2]([NH:1][C:26]([NH:25][C:21]3[CH:22]=[N:23][CH:24]=[CH:19][CH:20]=3)=[S:27])[S:3][C:4]=2[C:10]([C:11]2[CH:16]=[CH:15][CH:14]=[CH:13][CH:12]=2)=[CH:9][CH:8]=1. The catalyst class is: 12. (4) Reactant: Cl.[Cl:2][C:3]1[N:8]=[N:7][C:6]([NH:9][NH2:10])=[CH:5][CH:4]=1.[CH2:11]([O:13][C:14](=[O:27])[C:15](=O)[CH2:16][C:17]([C:19]1[CH:24]=[CH:23][C:22]([CH3:25])=[CH:21][N:20]=1)=O)[CH3:12].[OH-].[Na+]. Product: [CH2:11]([O:13][C:14]([C:15]1[CH:16]=[C:17]([C:19]2[CH:24]=[CH:23][C:22]([CH3:25])=[CH:21][N:20]=2)[N:9]([C:6]2[N:7]=[N:8][C:3]([Cl:2])=[CH:4][CH:5]=2)[N:10]=1)=[O:27])[CH3:12]. The catalyst class is: 8. (5) Reactant: [CH2:1]([OH:12])[CH2:2][CH2:3][CH2:4][CH2:5][CH2:6][CH2:7][CH2:8][CH2:9][CH:10]=[CH2:11].N1C=CC=CC=1.[Br:19][C:20]([CH3:25])([CH3:24])[C:21](Br)=[O:22]. Product: [Br:19][C:20]([CH3:25])([CH3:24])[C:21]([O:12][CH2:1][CH2:2][CH2:3][CH2:4][CH2:5][CH2:6][CH2:7][CH2:8][CH2:9][CH:10]=[CH2:11])=[O:22]. The catalyst class is: 7. (6) Reactant: C([O:5][C:6](=[O:27])[CH:7]=[CH:8][C:9]1[CH:14]=[CH:13][C:12]([CH:15]=[CH:16][C:17]([C:19]2[CH:24]=[CH:23][C:22]([F:25])=[C:21]([F:26])[CH:20]=2)=[O:18])=[CH:11][CH:10]=1)(C)(C)C.FC(F)(F)C(O)=O. Product: [F:26][C:21]1[CH:20]=[C:19]([C:17](=[O:18])[CH:16]=[CH:15][C:12]2[CH:13]=[CH:14][C:9]([CH:8]=[CH:7][C:6]([OH:27])=[O:5])=[CH:10][CH:11]=2)[CH:24]=[CH:23][C:22]=1[F:25]. The catalyst class is: 2. (7) Reactant: [Cl:1][C:2]1[N:7]=[C:6]([C:8]([OH:10])=O)[C:5]([F:11])=[CH:4][CH:3]=1.[NH2:12][C:13]1[S:14][C:15]([S:18][C:19]([CH3:26])([CH3:25])[C:20]([O:22][CH2:23][CH3:24])=[O:21])=[CH:16][N:17]=1.C1C=CC2N(O)N=NC=2C=1.CCN=C=NCCCN(C)C. Product: [Cl:1][C:2]1[N:7]=[C:6]([C:8]([NH:12][C:13]2[S:14][C:15]([S:18][C:19]([CH3:25])([CH3:26])[C:20]([O:22][CH2:23][CH3:24])=[O:21])=[CH:16][N:17]=2)=[O:10])[C:5]([F:11])=[CH:4][CH:3]=1. The catalyst class is: 3.